From a dataset of Full USPTO retrosynthesis dataset with 1.9M reactions from patents (1976-2016). Predict the reactants needed to synthesize the given product. Given the product [Cl:26][C:24]1[CH:23]=[C:22]([CH:27]2[CH2:31][CH2:30][N:29]([C@H:32]3[CH2:36][CH2:35][N:34]([C:37]4[CH:42]=[C:41]([F:43])[C:40]([S:44]([NH:1][C:2]5[S:3][CH:4]=[CH:5][N:6]=5)(=[O:45])=[O:46])=[C:39]([F:48])[CH:38]=4)[C:33]3=[O:49])[CH2:28]2)[CH:21]=[C:20]([Cl:19])[CH:25]=1, predict the reactants needed to synthesize it. The reactants are: [NH2:1][C:2]1[S:3][CH:4]=[CH:5][N:6]=1.C(N=C(N(C)C)N(C)C)(C)(C)C.[Cl:19][C:20]1[CH:21]=[C:22]([CH:27]2[CH2:31][CH2:30][N:29]([C@H:32]3[CH2:36][CH2:35][N:34]([C:37]4[CH:42]=[C:41]([F:43])[C:40]([S:44](Cl)(=[O:46])=[O:45])=[C:39]([F:48])[CH:38]=4)[C:33]3=[O:49])[CH2:28]2)[CH:23]=[C:24]([Cl:26])[CH:25]=1.